This data is from Reaction yield outcomes from USPTO patents with 853,638 reactions. The task is: Predict the reaction yield, written as a fraction of the theoretical maximum amount of product (1.0 means a 100% yield; for example, 0.34 means a 34% yield). (1) The reactants are [NH2:1][C@@H:2]([CH:6]([CH3:8])[CH3:7])[C:3]([OH:5])=[O:4].[OH-].[Na+].Cl[C:12]([O:14][CH3:15])=[O:13]. The catalyst is O1CCOCC1. The product is [CH3:15][O:14][C:12]([NH:1][C@@H:2]([CH:6]([CH3:8])[CH3:7])[C:3]([OH:5])=[O:4])=[O:13]. The yield is 0.940. (2) The reactants are Cl.[CH3:2][N:3]([CH3:10])[CH2:4]/[CH:5]=[CH:6]/[C:7](O)=[O:8].C(Cl)(C(Cl)=O)=O.NC1[N:26]=[CH:25][N:24]=[C:23]2C=1[N:20]([C:36]1[CH:41]=[CH:40][C:39]([O:42][C:43]3[CH:48]=[CH:47][CH:46]=[CH:45][CH:44]=3)=[CH:38][CH:37]=1)[C:21](=[O:35])[N:22]2[C:27]1[CH:32]=[CH:31][CH:30]=[C:29]([NH:33][CH3:34])[CH:28]=1.[C:49](#[N:51])[CH3:50]. The catalyst is CN(C=O)C.C(Cl)Cl. The product is [NH2:51][C:49]1[N:26]=[CH:25][N:24]=[C:23]2[C:50]=1[N:20]([C:36]1[CH:41]=[CH:40][C:39]([O:42][C:43]3[CH:48]=[CH:47][CH:46]=[CH:45][CH:44]=3)=[CH:38][CH:37]=1)[C:21](=[O:35])[N:22]2[C:27]1[CH:28]=[C:29]([N:33]([CH3:34])[C:7](=[O:8])/[CH:6]=[CH:5]/[CH2:4][N:3]([CH3:10])[CH3:2])[CH:30]=[CH:31][CH:32]=1. The yield is 0.470. (3) The reactants are Br[C:2]1[C:10]2[C:6](=[N:7][O:8][N:9]=2)[CH:5]=[C:4]([Br:11])[CH:3]=1.[NH:12]1[CH2:16][CH2:15][CH2:14][CH2:13]1.CCN(C(C)C)C(C)C. The catalyst is CN1C(=O)CCC1.O. The product is [Br:11][C:4]1[CH:3]=[C:2]([N:12]2[CH2:16][CH2:15][CH2:14][CH2:13]2)[C:10]2[C:6]([CH:5]=1)=[N:7][O:8][N:9]=2. The yield is 0.750. (4) The reactants are [CH3:1][CH:2]([CH:5](C)[CH3:6])[CH:3]=O.[CH2:8]=[O:9].[CH3:10][OH:11].[OH-].[Na+]. The catalyst is C(O)=O. The product is [CH:2]([C:5]([CH3:6])([CH2:10][OH:11])[CH2:8][OH:9])([CH3:3])[CH3:1]. The yield is 0.920. (5) The catalyst is ClCCl.C(OCC)(=O)C. The product is [C:8]([O:12][C:13]([C@@:15]1([CH2:29][CH2:30][O:31][Si:38]([C:41]([CH3:44])([CH3:43])[CH3:42])([CH3:40])[CH3:39])[CH2:19][C:18](=[O:20])[N:17]([C@@H:21]([C:23]2[CH:28]=[CH:27][CH:26]=[CH:25][CH:24]=2)[CH3:22])[CH2:16]1)=[O:14])([CH3:11])([CH3:10])[CH3:9]. The reactants are C(N(CC)CC)C.[C:8]([O:12][C:13]([C@@:15]1([CH2:29][CH2:30][OH:31])[CH2:19][C:18](=[O:20])[N:17]([C@@H:21]([C:23]2[CH:28]=[CH:27][CH:26]=[CH:25][CH:24]=2)[CH3:22])[CH2:16]1)=[O:14])([CH3:11])([CH3:10])[CH3:9].FC(F)(F)S(O[Si:38]([C:41]([CH3:44])([CH3:43])[CH3:42])([CH3:40])[CH3:39])(=O)=O.C(=O)(O)[O-].[Na+]. The yield is 0.880. (6) The reactants are O.[NH2:2][NH2:3].[C:4]([C:6]([CH3:12])([CH3:11])[C:7](OC)=[O:8])#[N:5]. The catalyst is CCO.C(OCC)C. The product is [C:4]([C:6]([CH3:12])([CH3:11])[C:7]([NH:2][NH2:3])=[O:8])#[N:5]. The yield is 0.380. (7) The reactants are [Cl:1][C:2]1[C:7]([C:8]([NH:10][CH2:11][C:12]2[CH:17]=[CH:16][CH:15]=[C:14]([F:18])[CH:13]=2)=[O:9])=[C:6]([CH3:19])[CH:5]=[C:4](Cl)[N:3]=1.C([O-])([O-])=O.[K+].[K+].[CH3:27][O:28][CH:29]1[CH2:34][CH2:33][CH2:32][CH:31]([NH:35][CH3:36])[CH2:30]1.O. The catalyst is CN(C=O)C. The product is [Cl:1][C:2]1[C:7]([C:8]([NH:10][CH2:11][C:12]2[CH:17]=[CH:16][CH:15]=[C:14]([F:18])[CH:13]=2)=[O:9])=[C:6]([CH3:19])[CH:5]=[C:4]([N:35]([CH:31]2[CH2:32][CH2:33][CH2:34][CH:29]([O:28][CH3:27])[CH2:30]2)[CH3:36])[N:3]=1. The yield is 0.320. (8) The reactants are [NH2:1][C:2]1[N:7]=[CH:6][N:5]=[C:4]2[N:8]([CH2:24][CH2:25][NH:26][C:27](=[O:31])[CH2:28][C:29]#[N:30])[N:9]=[C:10]([C:11]3[CH:16]=[CH:15][C:14]([O:17][C:18]4[CH:23]=[CH:22][CH:21]=[CH:20][CH:19]=4)=[CH:13][CH:12]=3)[C:3]=12.[CH2:32]1[CH:34]([CH:35](O)C#N)[CH2:33]1.N1CCCCC1.O. The catalyst is CO. The product is [NH2:1][C:2]1[N:7]=[CH:6][N:5]=[C:4]2[N:8]([CH2:24][CH2:25][NH:26][C:27](=[O:31])[C:28]([C:29]#[N:30])=[CH:35][CH:34]3[CH2:32][CH2:33]3)[N:9]=[C:10]([C:11]3[CH:16]=[CH:15][C:14]([O:17][C:18]4[CH:23]=[CH:22][CH:21]=[CH:20][CH:19]=4)=[CH:13][CH:12]=3)[C:3]=12. The yield is 0.380. (9) The reactants are [C:1]([NH2:10])(=[O:9])[C:2]1[C:3](=[CH:5][CH:6]=[CH:7][CH:8]=1)[OH:4].[C:11]1(C)[CH:16]=CC(S([O-])(=O)=O)=C[CH:12]=1.[NH+]1C=CC=CC=1.ClCCl.CO. The catalyst is COC(OC)(C)C. The product is [CH3:12][C:11]1([CH3:16])[NH:10][C:1](=[O:9])[C:2]2[CH:8]=[CH:7][CH:6]=[CH:5][C:3]=2[O:4]1. The yield is 0.934.